Predict the product of the given reaction. From a dataset of Forward reaction prediction with 1.9M reactions from USPTO patents (1976-2016). (1) The product is: [O:82]=[C:77]1[CH:78]=[CH:79][C:80](=[O:81])[N:76]1[CH2:75][CH2:74][C:73]([NH:72][CH2:71][CH2:70][O:69][CH2:68][CH2:67][O:66][CH2:65][CH2:64][O:63][CH2:62][CH2:61][O:60][CH2:59][CH2:58][O:57][CH2:56][CH2:55][O:54][CH2:53][CH2:52][O:51][CH2:50][CH2:49][O:48][CH2:47][CH2:46][C:45]([NH:1][CH2:2][CH2:3][CH2:4][O:5][C:6]1[CH:7]=[CH:8][C:9]([NH:12][C:13](=[O:36])[C@@H:14]([NH:19][C:20](=[O:35])[CH2:21][NH:22][C:23](=[O:34])[C:24]2[CH:29]=[CH:28][CH:27]=[C:26]([NH:30][C:31]([NH2:33])=[NH:32])[CH:25]=2)[CH2:15][C:16]([OH:18])=[O:17])=[CH:10][CH:11]=1)=[O:44])=[O:83]. Given the reactants [NH2:1][CH2:2][CH2:3][CH2:4][O:5][C:6]1[CH:11]=[CH:10][C:9]([NH:12][C:13](=[O:36])[C@@H:14]([NH:19][C:20](=[O:35])[CH2:21][NH:22][C:23](=[O:34])[C:24]2[CH:29]=[CH:28][CH:27]=[C:26]([NH:30][C:31]([NH2:33])=[NH:32])[CH:25]=2)[CH2:15][C:16]([OH:18])=[O:17])=[CH:8][CH:7]=1.O=C1CCC(=O)N1[O:44][C:45](=O)[CH2:46][CH2:47][O:48][CH2:49][CH2:50][O:51][CH2:52][CH2:53][O:54][CH2:55][CH2:56][O:57][CH2:58][CH2:59][O:60][CH2:61][CH2:62][O:63][CH2:64][CH2:65][O:66][CH2:67][CH2:68][O:69][CH2:70][CH2:71][NH:72][C:73](=[O:83])[CH2:74][CH2:75][N:76]1[C:80](=[O:81])[CH:79]=[CH:78][C:77]1=[O:82].CCN(C(C)C)C(C)C, predict the reaction product. (2) The product is: [Br:1][C:2]1[CH:7]=[CH:6][C:5]([O:8][Si:17]([CH:21]([CH3:23])[CH3:22])([CH:18]([CH3:20])[CH3:19])[CH:14]([CH3:16])[CH3:15])=[CH:4][CH:3]=1. Given the reactants [Br:1][C:2]1[CH:7]=[CH:6][C:5]([OH:8])=[CH:4][CH:3]=1.N1C=CN=C1.[CH:14]([Si:17](Cl)([CH:21]([CH3:23])[CH3:22])[CH:18]([CH3:20])[CH3:19])([CH3:16])[CH3:15].[NH4+].[Cl-], predict the reaction product.